The task is: Predict which catalyst facilitates the given reaction.. This data is from Catalyst prediction with 721,799 reactions and 888 catalyst types from USPTO. (1) Reactant: [Cl:1][C:2]1[CH:7]=[CH:6][C:5]([S:8]([N:11]2[CH2:16][CH2:15][CH2:14][CH2:13][CH2:12]2)(=[O:10])=[O:9])=[CH:4][C:3]=1[CH2:17]O.C(Br)(Br)(Br)[Br:20].C1(P(C2C=CC=CC=2)C2C=CC=CC=2)C=CC=CC=1. Product: [Br:20][CH2:17][C:3]1[CH:4]=[C:5]([S:8]([N:11]2[CH2:16][CH2:15][CH2:14][CH2:13][CH2:12]2)(=[O:10])=[O:9])[CH:6]=[CH:7][C:2]=1[Cl:1]. The catalyst class is: 614. (2) Reactant: [CH2:1]([N:8]1[CH2:13][CH2:12][C:11](=O)[CH2:10][CH2:9]1)[C:2]1[CH:7]=[CH:6][CH:5]=[CH:4][CH:3]=1.[C:15]([O:19][C:20]([N:22]1[C:30]2[C:25](=[CH:26][CH:27]=[C:28]([NH2:31])[CH:29]=2)[CH2:24][CH2:23]1)=[O:21])([CH3:18])([CH3:17])[CH3:16].[BH-](OC(C)=O)(OC(C)=O)OC(C)=O.[Na+].CC(O)=O. Product: [C:15]([O:19][C:20]([N:22]1[C:30]2[C:25](=[CH:26][CH:27]=[C:28]([NH:31][CH:11]3[CH2:12][CH2:13][N:8]([CH2:1][C:2]4[CH:7]=[CH:6][CH:5]=[CH:4][CH:3]=4)[CH2:9][CH2:10]3)[CH:29]=2)[CH2:24][CH2:23]1)=[O:21])([CH3:18])([CH3:16])[CH3:17]. The catalyst class is: 2. (3) Reactant: [OH:1][C:2]1[CH:9]=[C:8]([CH3:10])[C:5]([CH:6]=[O:7])=[C:4]([CH3:11])[CH:3]=1.Cl[CH2:13][C:14]([O:16][CH2:17][CH3:18])=[O:15].C([O-])([O-])=O.[Cs+].[Cs+]. Product: [CH2:17]([O:16][C:14](=[O:15])[CH2:13][O:1][C:2]1[CH:3]=[C:4]([CH3:11])[C:5]([CH:6]=[O:7])=[C:8]([CH3:10])[CH:9]=1)[CH3:18]. The catalyst class is: 21. (4) Reactant: [F:1][C:2]1[CH:3]=[C:4]([CH:53]=[C:54]([F:56])[CH:55]=1)[CH2:5][C:6]1[CH:7]=[C:8]2[C:12](=[CH:13][CH:14]=1)[N:11](C(C1C=CC=CC=1)(C1C=CC=CC=1)C1C=CC=CC=1)[N:10]=[C:9]2[NH:34][C:35](=[O:52])[C:36]1[CH:41]=[CH:40][C:39]([N:42]2[CH2:47][CH2:46][N:45]([CH3:48])[CH2:44][CH2:43]2)=[CH:38][C:37]=1[N+:49]([O-:51])=[O:50].[ClH:57]. Product: [ClH:57].[F:56][C:54]1[CH:53]=[C:4]([CH:3]=[C:2]([F:1])[CH:55]=1)[CH2:5][C:6]1[CH:7]=[C:8]2[C:12](=[CH:13][CH:14]=1)[NH:11][N:10]=[C:9]2[NH:34][C:35](=[O:52])[C:36]1[CH:41]=[CH:40][C:39]([N:42]2[CH2:43][CH2:44][N:45]([CH3:48])[CH2:46][CH2:47]2)=[CH:38][C:37]=1[N+:49]([O-:51])=[O:50].[ClH:57]. The catalyst class is: 12. (5) The catalyst class is: 15. Product: [C:11]([NH:19][C:20]1[CH:21]=[CH:22][C:23]([Cl:38])=[C:24]([N:26]2[C:27](=[O:37])[C:28]3[C:29](=[CH:30][C:31]([O:34][CH3:35])=[CH:32][CH:33]=3)[N:36]=[CH:1]2)[CH:25]=1)(=[O:18])[C:12]1[CH:13]=[CH:14][CH:15]=[CH:16][CH:17]=1. Reactant: [CH:1](OCC)(OCC)OCC.[C:11]([NH:19][C:20]1[CH:21]=[CH:22][C:23]([Cl:38])=[C:24]([NH:26][C:27](=[O:37])[C:28]2[CH:33]=[CH:32][C:31]([O:34][CH3:35])=[CH:30][C:29]=2[NH2:36])[CH:25]=1)(=[O:18])[C:12]1[CH:17]=[CH:16][CH:15]=[CH:14][CH:13]=1.C(O)C. (6) Product: [C:70]([C:74]1[CH:75]=[CH:76][C:77]([NH:80][C:25](=[O:27])[C:24]2[CH:28]=[CH:29][CH:30]=[C:22]([C:20]3[N:21]=[C:16]([NH:15][C:12]4[CH:13]=[CH:14][C:9]([C:7]([N:1]5[CH2:2][CH2:3][O:4][CH2:5][CH2:6]5)=[O:8])=[CH:10][CH:11]=4)[C:17]4[N:18]([CH:31]=[CH:32][N:33]=4)[CH:19]=3)[CH:23]=2)=[CH:78][CH:79]=1)([CH3:73])([CH3:71])[CH3:72]. Reactant: [N:1]1([C:7]([C:9]2[CH:14]=[CH:13][C:12]([NH:15][C:16]3[C:17]4[N:18]([CH:31]=[CH:32][N:33]=4)[CH:19]=[C:20]([C:22]4[CH:23]=[C:24]([CH:28]=[CH:29][CH:30]=4)[C:25]([OH:27])=O)[N:21]=3)=[CH:11][CH:10]=2)=[O:8])[CH2:6][CH2:5][O:4][CH2:3][CH2:2]1.F[P-](F)(F)(F)(F)F.N1(O[P+](N(C)C)(N(C)C)N(C)C)C2C=CC=CC=2N=N1.CCN(C(C)C)C(C)C.[C:70]([C:74]1[CH:79]=[CH:78][C:77]([NH2:80])=[CH:76][CH:75]=1)([CH3:73])([CH3:72])[CH3:71]. The catalyst class is: 3.